This data is from Catalyst prediction with 721,799 reactions and 888 catalyst types from USPTO. The task is: Predict which catalyst facilitates the given reaction. (1) Reactant: [F:1][C:2]1[C:3]([NH:28][C@H:29]2[CH2:34][CH2:33][CH2:32][C@@H:31]([NH2:35])[CH2:30]2)=[N:4][C:5]([C:8]2[C:16]3[C:11](=[N:12][CH:13]=[C:14]([F:17])[CH:15]=3)[N:10]([S:18]([C:21]3[CH:26]=[CH:25][C:24]([CH3:27])=[CH:23][CH:22]=3)(=[O:20])=[O:19])[CH:9]=2)=[N:6][CH:7]=1.Cl[C:37]1[O:38][CH:39]=[C:40]([C:42]([O:44][CH3:45])=[O:43])[N:41]=1.C1CCN2C(=NCCC2)CC1.O. Product: [F:1][C:2]1[C:3]([NH:28][C@H:29]2[CH2:34][CH2:33][CH2:32][C@@H:31]([NH:35][C:37]3[O:38][CH:39]=[C:40]([C:42]([O:44][CH3:45])=[O:43])[N:41]=3)[CH2:30]2)=[N:4][C:5]([C:8]2[C:16]3[C:11](=[N:12][CH:13]=[C:14]([F:17])[CH:15]=3)[N:10]([S:18]([C:21]3[CH:22]=[CH:23][C:24]([CH3:27])=[CH:25][CH:26]=3)(=[O:19])=[O:20])[CH:9]=2)=[N:6][CH:7]=1. The catalyst class is: 31. (2) Reactant: [Cl:1][C:2]1[CH:3]=[CH:4][C:5]2[N:6]([N:12]=[C:13]([N:26]3[CH2:31][CH2:30][CH2:29][CH2:28][CH2:27]3)[C:14]=2[CH2:15][C:16]2[N:21]=[C:20]([C:22]([O:24][CH3:25])=[O:23])[CH:19]=[CH:18][CH:17]=2)[C:7]=1[Si](C)(C)C.[F-].C([N+](CCCC)(CCCC)CCCC)CCC.[Cl-].[NH4+]. Product: [Cl:1][C:2]1[CH:3]=[CH:4][C:5]2[N:6]([N:12]=[C:13]([N:26]3[CH2:27][CH2:28][CH2:29][CH2:30][CH2:31]3)[C:14]=2[CH2:15][C:16]2[N:21]=[C:20]([C:22]([O:24][CH3:25])=[O:23])[CH:19]=[CH:18][CH:17]=2)[CH:7]=1. The catalyst class is: 7.